This data is from Full USPTO retrosynthesis dataset with 1.9M reactions from patents (1976-2016). The task is: Predict the reactants needed to synthesize the given product. (1) Given the product [N:11]1[CH:16]=[CH:15][C:14]([C@@H:17]2[CH2:2][C@H:18]2[C:19]([O:21][CH2:22][CH3:23])=[O:20])=[CH:13][CH:12]=1, predict the reactants needed to synthesize it. The reactants are: [I-].[CH3:2][S+](C)(C)=O.[H-].[Na+].[H][H].[N:11]1[CH:16]=[CH:15][C:14](/[CH:17]=[CH:18]/[C:19]([O:21][CH2:22][CH3:23])=[O:20])=[CH:13][CH:12]=1. (2) Given the product [CH2:11]([CH:6]([CH2:7][CH2:8][CH2:9][CH3:10])[CH2:5][O:4][P:2]([O-:22])([O:13][CH2:14][CH:15]([CH2:20][CH3:21])[CH2:16][CH2:17][CH2:18][CH3:19])=[O:3])[CH3:12].[K+:24], predict the reactants needed to synthesize it. The reactants are: [K].[P:2]([OH:22])([O:13][CH2:14][CH:15]([CH2:20][CH3:21])[CH2:16][CH2:17][CH2:18][CH3:19])([O:4][CH2:5][CH:6]([CH2:11][CH3:12])[CH2:7][CH2:8][CH2:9][CH3:10])=[O:3].[H-].[K+:24].[OH-].[K+]. (3) Given the product [F:15][C:16]1[CH:17]=[C:6]([N:8]2[CH2:13][CH:12]3[CH2:14][CH:9]2[CH2:10][NH:11]3)[CH:19]=[CH:20][CH:21]=1, predict the reactants needed to synthesize it. The reactants are: C(O[C:6]([N:8]1[CH2:13][CH:12]2[CH2:14][CH:9]1[CH2:10][NH:11]2)=O)(C)(C)C.[F:15][C:16]1[CH:17]=C(Br)[CH:19]=[CH:20][CH:21]=1.C(P(C(C)(C)C)C1C=CC=CC=1C1C=CC=CC=1)(C)(C)C.CC(C)([O-])C.[Na+].C(O)(C(F)(F)F)=O. (4) Given the product [NH2:12][C:9]1[CH:10]=[CH:11][C:6]([S:3]([N:2]([CH3:15])[CH3:1])(=[O:5])=[O:4])=[CH:7][CH:8]=1, predict the reactants needed to synthesize it. The reactants are: [CH3:1][N:2]([CH3:15])[S:3]([C:6]1[CH:11]=[CH:10][C:9]([N+:12]([O-])=O)=[CH:8][CH:7]=1)(=[O:5])=[O:4]. (5) Given the product [NH2:1][C:2]1[C:3]([C:7]2[N:8]([CH2:18][CH3:19])[C:9]3[C:14]([O:15][CH2:27][CH:28]4[CH2:33][CH2:32][N:31]([C:34]([O:36][C:37]([CH3:38])([CH3:40])[CH3:39])=[O:35])[CH2:30][CH2:29]4)=[CH:13][N:12]=[C:11]([Cl:16])[C:10]=3[N:17]=2)=[N:4][O:5][N:6]=1, predict the reactants needed to synthesize it. The reactants are: [NH2:1][C:2]1[C:3]([C:7]2[N:8]([CH2:18][CH3:19])[C:9]3[C:14]([OH:15])=[CH:13][N:12]=[C:11]([Cl:16])[C:10]=3[N:17]=2)=[N:4][O:5][N:6]=1.C(=O)([O-])[O-].[Cs+].[Cs+].Br[CH2:27][CH:28]1[CH2:33][CH2:32][N:31]([C:34]([O:36][C:37]([CH3:40])([CH3:39])[CH3:38])=[O:35])[CH2:30][CH2:29]1. (6) Given the product [CH2:13]1[CH:14]2[N:10]([CH2:2][CH:3]=[C:4]([C:3]3[C:4]4[C:9](=[CH:8][CH:7]=[N:6][CH:5]=4)[NH:1][CH:2]=3)[CH2:5]2)[CH2:11][CH2:12]1, predict the reactants needed to synthesize it. The reactants are: [NH:1]1[C:9]2[C:4](=[CH:5][N:6]=[CH:7][CH:8]=2)[CH:3]=[CH:2]1.[NH:10]1[CH2:14][CH2:13][CH2:12][CH2:11]1. (7) Given the product [C:1]([C:5]1[CH:10]=[CH:9][C:8]([C:11]2[N:15]([C:39]([CH:35]3[CH2:38][CH2:37][CH2:36]3)=[O:40])[C@@:14]([C:17]3[CH:22]=[CH:21][C:20]([Cl:23])=[CH:19][CH:18]=3)([CH3:16])[C@@:13]([C:25]3[CH:26]=[CH:27][C:28]([Cl:31])=[CH:29][CH:30]=3)([CH3:24])[N:12]=2)=[C:7]([O:32][CH2:33][CH3:34])[CH:6]=1)([CH3:2])([CH3:3])[CH3:4], predict the reactants needed to synthesize it. The reactants are: [C:1]([C:5]1[CH:10]=[CH:9][C:8]([C:11]2[NH:12][C:13]([C:25]3[CH:30]=[CH:29][C:28]([Cl:31])=[CH:27][CH:26]=3)([CH3:24])[C:14]([C:17]3[CH:22]=[CH:21][C:20]([Cl:23])=[CH:19][CH:18]=3)([CH3:16])[N:15]=2)=[C:7]([O:32][CH2:33][CH3:34])[CH:6]=1)([CH3:4])([CH3:3])[CH3:2].[CH:35]1([C:39](Cl)=[O:40])[CH2:38][CH2:37][CH2:36]1.